Dataset: Full USPTO retrosynthesis dataset with 1.9M reactions from patents (1976-2016). Task: Predict the reactants needed to synthesize the given product. Given the product [CH3:1][O:2][C:3]1[CH:4]=[CH:5][C:6]([C:7]([CH:9]2[CH2:14][CH2:13][N:12]([CH:15]3[CH2:19][CH2:18][N:17]([CH2:24][C:25]#[N:26])[C:16]3=[O:20])[CH2:11][CH2:10]2)=[O:8])=[CH:21][CH:22]=1, predict the reactants needed to synthesize it. The reactants are: [CH3:1][O:2][C:3]1[CH:22]=[CH:21][C:6]([C:7]([CH:9]2[CH2:14][CH2:13][N:12]([CH:15]3[CH2:19][CH2:18][NH:17][C:16]3=[O:20])[CH2:11][CH2:10]2)=[O:8])=[CH:5][CH:4]=1.Cl[CH2:24][C:25]#[N:26].[H-].[Na+].